This data is from Reaction yield outcomes from USPTO patents with 853,638 reactions. The task is: Predict the reaction yield, written as a fraction of the theoretical maximum amount of product (1.0 means a 100% yield; for example, 0.34 means a 34% yield). (1) The reactants are [CH3:1][N:2]1[CH2:7][CH2:6][N:5]([C:8]2[N:13]3[CH:14]=[C:15]([CH2:17][N:18]4[C@H:31]5[C@H:22]([CH2:23][CH2:24][C:25]6[C:30]5=[N:29][CH:28]=[CH:27][CH:26]=6)[CH2:21][CH2:20][CH2:19]4)[N:16]=[C:12]3[CH:11]=[CH:10][CH:9]=2)[CH2:4][CH2:3]1.[NH:32]1[CH2:36][CH2:35][CH2:34][CH2:33]1.[C:37](O)(=O)C.C=O. The catalyst is O. The product is [CH3:1][N:2]1[CH2:3][CH2:4][N:5]([C:8]2[N:13]3[C:14]([CH2:37][N:32]4[CH2:36][CH2:35][CH2:34][CH2:33]4)=[C:15]([CH2:17][N:18]4[C@H:31]5[C@H:22]([CH2:23][CH2:24][C:25]6[C:30]5=[N:29][CH:28]=[CH:27][CH:26]=6)[CH2:21][CH2:20][CH2:19]4)[N:16]=[C:12]3[CH:11]=[CH:10][CH:9]=2)[CH2:6][CH2:7]1. The yield is 0.920. (2) The reactants are FC(F)(F)S([O:6][C:7]1[C:12]2[CH:13]=[C:14]([C:16](=[O:18])[CH3:17])[O:15][C:11]=2[CH:10]=[C:9]([O:19][S:20]([C:23]([F:26])([F:25])[F:24])(=[O:22])=[O:21])[CH:8]=1)(=O)=O.C(=O)([O-])[O-].[Cs+].[Cs+]. The catalyst is C(COC)OC.O. The product is [F:26][C:23]([F:24])([F:25])[S:20]([O:19][C:9]1[CH:8]=[C:7]([OH:6])[C:12]2[CH:13]=[C:14]([C:16](=[O:18])[CH3:17])[O:15][C:11]=2[CH:10]=1)(=[O:22])=[O:21]. The yield is 0.750. (3) The reactants are [NH:1]1[C:9]2[C:4](=[CH:5][CH:6]=[CH:7][CH:8]=2)[CH2:3][C:2]1=[O:10].[CH2:11]([N:18]([CH2:22][CH2:23]Cl)[CH2:19][CH2:20]Cl)[C:12]1[CH:17]=[CH:16][CH:15]=[CH:14][CH:13]=1.[H-].[Na+].[Cl-].[NH4+].C(=O)([O-])O.[Na+]. The catalyst is [Cl-].[Na+].O.O1CCCC1. The product is [CH2:11]([N:18]1[CH2:22][CH2:23][C:3]2([C:4]3[C:9](=[CH:8][CH:7]=[CH:6][CH:5]=3)[NH:1][C:2]2=[O:10])[CH2:20][CH2:19]1)[C:12]1[CH:17]=[CH:16][CH:15]=[CH:14][CH:13]=1. The yield is 0.446. (4) The reactants are [F:1][C:2]1[CH:16]=[CH:15][C:5]([CH2:6][S:7]([CH2:9][C:10]([O:12][CH2:13][CH3:14])=[O:11])=[O:8])=[CH:4][CH:3]=1.C1C=C(Cl)C=C(C(OO)=[O:25])C=1. The catalyst is C(Cl)Cl. The product is [F:1][C:2]1[CH:16]=[CH:15][C:5]([CH2:6][S:7]([CH2:9][C:10]([O:12][CH2:13][CH3:14])=[O:11])(=[O:25])=[O:8])=[CH:4][CH:3]=1. The yield is 0.910. (5) The reactants are [CH3:1][C:2]1[NH:3][C:4]2[C:9]([C:10]=1[CH3:11])=[CH:8][CH:7]=[CH:6][C:5]=2[C:12]([OH:14])=O.ON1C2C=CC=CC=2N=N1.Cl.C(N=C=NCCCN(C)C)C.[N:37]1[CH:42]=[C:41]([C:43]2[CH:44]=[C:45]([CH:47]=[CH:48][CH:49]=2)[NH2:46])[CH:40]=[N:39][CH:38]=1. The catalyst is ClCCl.CN(C)C1C=CN=CC=1. The product is [N:37]1[CH:42]=[C:41]([C:43]2[CH:44]=[C:45]([NH:46][C:12]([C:5]3[CH:6]=[CH:7][CH:8]=[C:9]4[C:4]=3[NH:3][C:2]([CH3:1])=[C:10]4[CH3:11])=[O:14])[CH:47]=[CH:48][CH:49]=2)[CH:40]=[N:39][CH:38]=1. The yield is 0.684. (6) The product is [CH2:1]([NH:16][C@@H:9]1[CH2:10][CH2:11][CH2:12][CH2:13][C@H:14]1[NH:19][CH2:18][C:2]1[CH:7]=[CH:6][CH:5]=[CH:4][CH:3]=1)[C:2]1[CH:7]=[CH:6][CH:5]=[CH:4][CH:3]=1. The reactants are [CH:1](=O)[C:2]1[CH:7]=[CH:6][CH:5]=[CH:4][CH:3]=1.[C@@H:9]1([NH2:16])[CH2:14][CH2:13][CH2:12][CH2:11][C@H:10]1N.[BH3-][C:18]#[N:19].[Na+]. The catalyst is CO. The yield is 0.960.